The task is: Predict the reaction yield, written as a fraction of the theoretical maximum amount of product (1.0 means a 100% yield; for example, 0.34 means a 34% yield).. This data is from Reaction yield outcomes from USPTO patents with 853,638 reactions. (1) The reactants are Br[C:2]1[CH:10]=[CH:9][C:5]([C:6]([OH:8])=[O:7])=[C:4]([O:11][C:12]([F:15])([F:14])[F:13])[CH:3]=1.[CH:16]([B-](F)(F)F)=[CH2:17].[K+].C(=O)([O-])[O-].[K+].[K+]. The catalyst is CS(C)=O.O. The product is [F:13][C:12]([F:15])([F:14])[O:11][C:4]1[CH:3]=[C:2]([CH:16]=[CH2:17])[CH:10]=[CH:9][C:5]=1[C:6]([OH:8])=[O:7]. The yield is 0.470. (2) The reactants are C[O:2][C:3]([CH:5]1[CH2:9][CH2:8][C:7](=[O:10])[N:6]1[CH2:11][C:12]#[N:13])=O. The catalyst is CO.O=[Pt]=O. The product is [C:3]1(=[O:2])[NH:13][CH2:12][CH2:11][N:6]2[C:7](=[O:10])[CH2:8][CH:9]=[C:5]12. The yield is 0.620. (3) The reactants are [I-].[CH:2]1([CH2:7]P(C2C=CC=CC=2)(C2C=CC=CC=2)C2C=CC=CC=2)[CH2:6][CH2:5][CH2:4][CH2:3]1.C[Si]([N-][Si](C)(C)C)(C)C.[Na+].[CH2:37]([O:39][C:40](=[O:52])[C:41]([C:43]1[CH:48]=[CH:47][C:46]([S:49][CH3:50])=[C:45]([Cl:51])[CH:44]=1)=O)[CH3:38]. The catalyst is O1CCCC1.O. The product is [CH2:37]([O:39][C:40](=[O:52])[C:41]([C:43]1[CH:48]=[CH:47][C:46]([S:49][CH3:50])=[C:45]([Cl:51])[CH:44]=1)=[CH:7][CH:2]1[CH2:6][CH2:5][CH2:4][CH2:3]1)[CH3:38]. The yield is 0.600. (4) The reactants are [F:1][C:2]1[CH:3]=[CH:4][CH:5]=[C:6]2[C:11]=1[N:10]=[CH:9][CH:8]=[CH:7]2.[Cl:12][S:13](O)(=[O:15])=[O:14]. The product is [F:1][C:2]1[C:11]2[N:10]=[CH:9][CH:8]=[CH:7][C:6]=2[C:5]([S:13]([Cl:12])(=[O:15])=[O:14])=[CH:4][CH:3]=1. The yield is 0.217. No catalyst specified.